This data is from Forward reaction prediction with 1.9M reactions from USPTO patents (1976-2016). The task is: Predict the product of the given reaction. Given the reactants [NH2:1][C:2]1[CH:21]=[CH:20][C:5]([O:6][CH:7]2[CH2:12][CH2:11][N:10]([C:13]([O:15]C(C)(C)C)=O)[CH2:9][CH2:8]2)=[CH:4][CH:3]=1.[O:22]1[CH2:27][CH2:26][CH:25]([CH2:28]C(O)=O)[CH2:24][CH2:23]1.C(O[C:40]([N:42]1[CH2:45][CH:44]([C:46]([OH:48])=O)[CH2:43]1)=O)C1C=CC=CC=1, predict the reaction product. The product is: [N:10]1[CH:9]=[CH:8][CH:7]=[C:40]([N:42]2[CH2:43][CH:44]([C:46]([NH:1][C:2]3[CH:3]=[CH:4][C:5]([O:6][CH:7]4[CH2:8][CH2:9][N:10]([C:13](=[O:15])[CH2:28][CH:25]5[CH2:24][CH2:23][O:22][CH2:27][CH2:26]5)[CH2:11][CH2:12]4)=[CH:20][CH:21]=3)=[O:48])[CH2:45]2)[CH:11]=1.